The task is: Regression. Given two drug SMILES strings and cell line genomic features, predict the synergy score measuring deviation from expected non-interaction effect.. This data is from NCI-60 drug combinations with 297,098 pairs across 59 cell lines. Drug 1: C1CC(C1)(C(=O)O)C(=O)O.[NH2-].[NH2-].[Pt+2]. Cell line: SNB-19. Drug 2: C1=NC2=C(N1)C(=S)N=CN2. Synergy scores: CSS=10.6, Synergy_ZIP=-6.90, Synergy_Bliss=-4.15, Synergy_Loewe=-6.62, Synergy_HSA=-2.35.